This data is from Reaction yield outcomes from USPTO patents with 853,638 reactions. The task is: Predict the reaction yield, written as a fraction of the theoretical maximum amount of product (1.0 means a 100% yield; for example, 0.34 means a 34% yield). (1) The reactants are [H-].[Al+3].[Li+].[H-].[H-].[H-].[F:7][C:8]1[CH:9]=[C:10]([CH:21]=[CH:22][CH:23]=1)[CH2:11][O:12][C:13]1[CH:20]=[CH:19][C:16]([C:17]#[N:18])=[CH:15][CH:14]=1.CO.[Cl-].[NH4+]. The catalyst is O1CCCC1.O. The product is [F:7][C:8]1[CH:9]=[C:10]([CH:21]=[CH:22][CH:23]=1)[CH2:11][O:12][C:13]1[CH:20]=[CH:19][C:16]([CH2:17][NH2:18])=[CH:15][CH:14]=1. The yield is 0.440. (2) The reactants are [Cl:1][C:2]1[CH:3]=[C:4]([NH:10][C@H:11]([C@H:26]([OH:28])[CH3:27])[C:12]([NH:14][NH:15][C:16](=[O:25])[C:17]2[CH:22]=[CH:21][C:20]([C:23]#[N:24])=[CH:19][CH:18]=2)=[O:13])[CH:5]=[CH:6][C:7]=1[C:8]#[N:9].N1C=CN=C1.[CH3:34][C:35]([Si:38](Cl)([CH3:40])[CH3:39])([CH3:37])[CH3:36]. The catalyst is CN(C=O)C. The product is [Si:38]([O:28][C@H:26]([CH3:27])[C@@H:11]([NH:10][C:4]1[CH:5]=[CH:6][C:7]([C:8]#[N:9])=[C:2]([Cl:1])[CH:3]=1)[C:12]([NH:14][NH:15][C:16](=[O:25])[C:17]1[CH:22]=[CH:21][C:20]([C:23]#[N:24])=[CH:19][CH:18]=1)=[O:13])([C:35]([CH3:37])([CH3:36])[CH3:34])([CH3:40])[CH3:39]. The yield is 0.980.